From a dataset of NCI-60 drug combinations with 297,098 pairs across 59 cell lines. Regression. Given two drug SMILES strings and cell line genomic features, predict the synergy score measuring deviation from expected non-interaction effect. (1) Drug 1: C1=NC2=C(N=C(N=C2N1C3C(C(C(O3)CO)O)O)F)N. Drug 2: B(C(CC(C)C)NC(=O)C(CC1=CC=CC=C1)NC(=O)C2=NC=CN=C2)(O)O. Synergy scores: CSS=48.2, Synergy_ZIP=-2.74, Synergy_Bliss=-1.44, Synergy_Loewe=-1.84, Synergy_HSA=-1.74. Cell line: MDA-MB-435. (2) Drug 1: CS(=O)(=O)CCNCC1=CC=C(O1)C2=CC3=C(C=C2)N=CN=C3NC4=CC(=C(C=C4)OCC5=CC(=CC=C5)F)Cl. Drug 2: C(CCl)NC(=O)N(CCCl)N=O. Cell line: IGROV1. Synergy scores: CSS=9.48, Synergy_ZIP=-4.28, Synergy_Bliss=-4.95, Synergy_Loewe=-8.00, Synergy_HSA=-7.72. (3) Drug 1: C1=CC=C(C=C1)NC(=O)CCCCCCC(=O)NO. Drug 2: C1CCC(C(C1)[NH-])[NH-].C(=O)(C(=O)[O-])[O-].[Pt+4]. Cell line: NCIH23. Synergy scores: CSS=73.9, Synergy_ZIP=0.896, Synergy_Bliss=-1.06, Synergy_Loewe=-5.75, Synergy_HSA=1.33. (4) Drug 1: COC1=C(C=C2C(=C1)N=CN=C2NC3=CC(=C(C=C3)F)Cl)OCCCN4CCOCC4. Drug 2: CC(C)NC(=O)C1=CC=C(C=C1)CNNC.Cl. Cell line: KM12. Synergy scores: CSS=29.9, Synergy_ZIP=-2.63, Synergy_Bliss=-0.512, Synergy_Loewe=0.693, Synergy_HSA=5.50. (5) Drug 1: C1=CC(=CC=C1CCC2=CNC3=C2C(=O)NC(=N3)N)C(=O)NC(CCC(=O)O)C(=O)O. Drug 2: CCC(=C(C1=CC=CC=C1)C2=CC=C(C=C2)OCCN(C)C)C3=CC=CC=C3.C(C(=O)O)C(CC(=O)O)(C(=O)O)O. Cell line: HOP-92. Synergy scores: CSS=18.1, Synergy_ZIP=-3.91, Synergy_Bliss=1.35, Synergy_Loewe=-0.712, Synergy_HSA=1.87.